From a dataset of Peptide-MHC class II binding affinity with 134,281 pairs from IEDB. Regression. Given a peptide amino acid sequence and an MHC pseudo amino acid sequence, predict their binding affinity value. This is MHC class II binding data. (1) The peptide sequence is DKAVSGLRSLTTLLR. The MHC is DRB1_1302 with pseudo-sequence DRB1_1302. The binding affinity (normalized) is 0.527. (2) The peptide sequence is KKPFMKMNISVIMLLVS. The MHC is HLA-DQA10201-DQB10303 with pseudo-sequence HLA-DQA10201-DQB10303. The binding affinity (normalized) is 0.437. (3) The peptide sequence is EAIIRILQQLLFIHFRIGCQHSR. The MHC is DRB1_0301 with pseudo-sequence DRB1_0301. The binding affinity (normalized) is 0.115. (4) The peptide sequence is VTLEADVILPIGTRS. The MHC is DRB1_0301 with pseudo-sequence DRB1_0301. The binding affinity (normalized) is 0.820. (5) The peptide sequence is TMTRPILRLLVLAVL. The MHC is DRB4_0101 with pseudo-sequence DRB4_0103. The binding affinity (normalized) is 0.823. (6) The peptide sequence is EKKYFAAKQFEPLAA. The MHC is DRB1_0701 with pseudo-sequence DRB1_0701. The binding affinity (normalized) is 0.646. (7) The peptide sequence is VWREMHHLVEFEPPH. The MHC is DRB4_0103 with pseudo-sequence DRB4_0103. The binding affinity (normalized) is 0.550. (8) The peptide sequence is PVTEEPGMAKIPAGE. The MHC is HLA-DQA10102-DQB10602 with pseudo-sequence HLA-DQA10102-DQB10602. The binding affinity (normalized) is 0.203. (9) The peptide sequence is MEYLGHNAAGQWLEF. The MHC is HLA-DQA10102-DQB10501 with pseudo-sequence HLA-DQA10102-DQB10501. The binding affinity (normalized) is 0.280. (10) The peptide sequence is TFAATHNPWASQPG. The MHC is DRB1_0802 with pseudo-sequence DRB1_0802. The binding affinity (normalized) is 0.406.